Dataset: Full USPTO retrosynthesis dataset with 1.9M reactions from patents (1976-2016). Task: Predict the reactants needed to synthesize the given product. (1) Given the product [Cl:54][CH:4]([N:5]([C:6]1[CH:11]=[CH:10][C:9]([O:12][CH2:13][CH2:14][N:15]2[CH2:19][CH2:18][CH2:17][CH2:16]2)=[CH:8][CH:7]=1)[C:44](=[O:45])[C:40]1[CH:41]=[CH:42][CH:43]=[C:38]([CH3:47])[CH:39]=1)[C:3]1[CH:20]=[CH:21][C:22]([O:24][CH:25]2[CH2:30][CH2:29][CH2:28][CH2:27][O:26]2)=[CH:23][CH:2]=1, predict the reactants needed to synthesize it. The reactants are: Cl[C:2]1[CH:23]=[C:22]([O:24][CH:25]2[CH2:30][CH2:29][CH2:28][CH2:27][O:26]2)[CH:21]=[CH:20][C:3]=1[CH2:4][NH:5][C:6]1[CH:11]=[CH:10][C:9]([O:12][CH2:13][CH2:14][N:15]2[CH2:19][CH2:18][CH2:17][CH2:16]2)=[CH:8][CH:7]=1.C(N(CC)CC)C.[C:38]1([CH3:47])[CH:43]=[CH:42][CH:41]=[C:40]([C:44](Cl)=[O:45])[CH:39]=1.C(=O)(O)[O-].[Na+].C(Cl)[Cl:54]. (2) Given the product [CH:7]1([CH2:10][C:11]2([CH:20]([NH:22][C:23](=[O:37])[C:24]3[C:29]([CH3:30])=[CH:28][C:27]([C:31]([F:33])([F:34])[F:32])=[N:26][C:25]=3[O:35][CH3:36])[CH3:21])[CH2:14][CH:13]([CH2:15][S:3]([CH2:44][CH2:45][CH3:47])(=[O:5])=[O:2])[CH2:12]2)[CH2:9][CH2:8]1, predict the reactants needed to synthesize it. The reactants are: O[O:2][S:3]([O-:5])=O.[K+].[CH:7]1([CH2:10][C:11]2([CH:20]([NH:22][C:23](=[O:37])[C:24]3[C:29]([CH3:30])=[CH:28][C:27]([C:31]([F:34])([F:33])[F:32])=[N:26][C:25]=3[O:35][CH3:36])[CH3:21])[CH2:14][CH:13]([CH2:15]SCCC)[CH2:12]2)[CH2:9][CH2:8]1.C(=O)([O-])[O-].[Na+].[Na+].[CH3:44][C:45]([CH3:47])=O.